Dataset: NCI-60 drug combinations with 297,098 pairs across 59 cell lines. Task: Regression. Given two drug SMILES strings and cell line genomic features, predict the synergy score measuring deviation from expected non-interaction effect. (1) Drug 1: C1=CC=C(C(=C1)C(C2=CC=C(C=C2)Cl)C(Cl)Cl)Cl. Drug 2: CN(CCCl)CCCl.Cl. Cell line: SF-539. Synergy scores: CSS=3.98, Synergy_ZIP=-1.38, Synergy_Bliss=2.79, Synergy_Loewe=-20.0, Synergy_HSA=-2.31. (2) Synergy scores: CSS=79.8, Synergy_ZIP=3.10, Synergy_Bliss=2.78, Synergy_Loewe=3.70, Synergy_HSA=8.37. Cell line: NCIH23. Drug 1: C1=CC(=C2C(=C1NCCNCCO)C(=O)C3=C(C=CC(=C3C2=O)O)O)NCCNCCO. Drug 2: C1CC(C1)(C(=O)O)C(=O)O.[NH2-].[NH2-].[Pt+2].